Dataset: Reaction yield outcomes from USPTO patents with 853,638 reactions. Task: Predict the reaction yield, written as a fraction of the theoretical maximum amount of product (1.0 means a 100% yield; for example, 0.34 means a 34% yield). (1) The reactants are C([O:8][CH2:9][CH2:10][CH2:11][CH2:12][C@H:13]([CH3:23])[CH2:14][O:15][Si:16]([C:19]([CH3:22])([CH3:21])[CH3:20])([CH3:18])[CH3:17])C1C=CC=CC=1. The catalyst is C1COCC1.[OH-].[OH-].[Pd+2]. The product is [C:19]([Si:16]([CH3:18])([CH3:17])[O:15][CH2:14][C@@H:13]([CH3:23])[CH2:12][CH2:11][CH2:10][CH2:9][OH:8])([CH3:21])([CH3:22])[CH3:20]. The yield is 1.00. (2) The reactants are [C:1]([O:5][C:6]([N:8]1[CH2:13][CH2:12][CH:11]([C:14]2[CH:35]=[CH:34][C:17]3[C:18]4[N:22]([CH2:23][CH2:24][O:25][C:16]=3[CH:15]=2)[CH:21]=[C:20]([C:26]2[N:27]([CH:31]([CH3:33])[CH3:32])[N:28]=[CH:29][N:30]=2)[N:19]=4)[C:10](=[O:36])[CH2:9]1)=[O:7])([CH3:4])([CH3:3])[CH3:2].C([BH-](C(CC)C)C(CC)C)(CC)C.[Li+].C(=O)(O)[O-].[Na+]. The catalyst is C1COCC1. The product is [C:1]([O:5][C:6]([N:8]1[CH2:13][CH2:12][C@H:11]([C:14]2[CH:35]=[CH:34][C:17]3[C:18]4[N:22]([CH2:23][CH2:24][O:25][C:16]=3[CH:15]=2)[CH:21]=[C:20]([C:26]2[N:27]([CH:31]([CH3:32])[CH3:33])[N:28]=[CH:29][N:30]=2)[N:19]=4)[C@H:10]([OH:36])[CH2:9]1)=[O:7])([CH3:2])([CH3:4])[CH3:3]. The yield is 0.640. (3) The reactants are [Br:1][C:2]1[N:6]2[C:7]3[CH:14]=[C:13]([O:15][CH:16]([CH3:18])[CH3:17])[C:12]([O:19][CH3:20])=[CH:11][C:8]=3[O:9][CH2:10][C:5]2=[C:4]([C:21]([OH:23])=O)[N:3]=1.Cl.[CH3:25][NH:26][C:27]([CH3:30])([CH3:29])[CH3:28].CN(C(ON1N=NC2C=CC=CC1=2)=[N+](C)C)C.F[P-](F)(F)(F)(F)F.CCN(C(C)C)C(C)C. The catalyst is C(Cl)Cl.O. The product is [Br:1][C:2]1[N:6]2[C:7]3[CH:14]=[C:13]([O:15][CH:16]([CH3:18])[CH3:17])[C:12]([O:19][CH3:20])=[CH:11][C:8]=3[O:9][CH2:10][C:5]2=[C:4]([C:21]([N:26]([C:27]([CH3:30])([CH3:29])[CH3:28])[CH3:25])=[O:23])[N:3]=1. The yield is 0.670. (4) The reactants are [OH-].[Na+].C([O:5][C:6](=[O:31])[CH2:7][CH2:8][CH2:9][C:10]1[CH:15]=[CH:14][C:13]([Cl:16])=[C:12]([CH2:17][CH:18]2[CH2:22][CH2:21][N:20]([CH:23]3[CH2:28][CH2:27][CH2:26][CH2:25][CH2:24]3)[C:19]2=[O:29])[C:11]=1[F:30])C.Cl. The catalyst is CO. The product is [Cl:16][C:13]1[CH:14]=[CH:15][C:10]([CH2:9][CH2:8][CH2:7][C:6]([OH:31])=[O:5])=[C:11]([F:30])[C:12]=1[CH2:17][CH:18]1[CH2:22][CH2:21][N:20]([CH:23]2[CH2:28][CH2:27][CH2:26][CH2:25][CH2:24]2)[C:19]1=[O:29]. The yield is 0.550. (5) The reactants are [CH:1](=O)[CH2:2][CH2:3][CH2:4][CH2:5][CH3:6].[C:8]1([NH:14][OH:15])[CH:13]=[CH:12][CH:11]=[CH:10][CH:9]=1. The catalyst is C(O)C. The product is [C:6]1([N+:14]([O-:15])=[CH:8][CH2:9][CH2:10][CH2:11][CH2:12][CH3:13])[CH:5]=[CH:4][CH:3]=[CH:2][CH:1]=1. The yield is 0.800. (6) The reactants are [C:1]([NH:8][C@:9]1([C:14]([OH:16])=[O:15])[CH2:11][C@H:10]1[CH:12]=[CH2:13])([O:3][C:4]([CH3:7])([CH3:6])[CH3:5])=[O:2].[N+](=C)=[N-].[C:20](OCC)(=O)[CH3:21].[CH3:26]CCCCC. The catalyst is C(OCC)C.C([O-])(=O)C.[Pd+2].C([O-])(=O)C. The product is [CH2:20]([O:15][C:14]([C@@:9]1([NH:8][C:1]([O:3][C:4]([CH3:7])([CH3:6])[CH3:5])=[O:2])[CH2:11][C@H:10]1[CH:12]1[CH2:26][CH2:13]1)=[O:16])[CH3:21]. The yield is 0.780. (7) The reactants are [CH3:1][O:2][CH2:3][C:4]1[C:13]2[C:8](=[CH:9][CH:10]=[CH:11][CH:12]=2)[C:7]([C:14]([O:16]C)=[O:15])=[CH:6][CH:5]=1.[OH-].[Na+].Cl. The catalyst is CO. The yield is 0.840. The product is [CH3:1][O:2][CH2:3][C:4]1[C:13]2[C:8](=[CH:9][CH:10]=[CH:11][CH:12]=2)[C:7]([C:14]([OH:16])=[O:15])=[CH:6][CH:5]=1. (8) The reactants are [CH:1]1([N:6]2[C:11]3[N:12]=[C:13]([S:16][CH3:17])[N:14]=[CH:15][C:10]=3[CH:9]=[C:8](C(O)=O)[C:7]2=[O:21])[CH2:5][CH2:4][CH2:3][CH2:2]1.C([N:24]([CH2:27]C)CC)C.C1(P(N=[N+]=[N-])(C2C=CC=CC=2)=[O:36])C=CC=CC=1.[C:46]([OH:50])([CH3:49])([CH3:48])[CH3:47]. No catalyst specified. The product is [C:46]([O:50][C:27](=[O:36])[NH:24][C:8]1[C:7](=[O:21])[N:6]([CH:1]2[CH2:2][CH2:3][CH2:4][CH2:5]2)[C:11]2[N:12]=[C:13]([S:16][CH3:17])[N:14]=[CH:15][C:10]=2[CH:9]=1)([CH3:49])([CH3:48])[CH3:47]. The yield is 0.450. (9) The product is [F:1][C:2]1[CH:9]=[CH:8][C:5](/[CH:6]=[CH:13]/[C:14]([OH:16])=[O:15])=[CH:4][C:3]=1[O:10][CH3:11]. The reactants are [F:1][C:2]1[CH:9]=[CH:8][C:5]([CH:6]=O)=[CH:4][C:3]=1[O:10][CH3:11].C(O)(=O)[CH2:13][C:14]([OH:16])=[O:15]. The yield is 0.970. The catalyst is N1C=CC=CC=1.N1CCCCC1. (10) The reactants are [N+:1]([C:4]1[CH:5]=[CH:6][C:7]2[NH:12][C:11](=[O:13])[CH2:10][O:9][C:8]=2[CH:14]=1)([O-:3])=[O:2].Cl.Cl[CH2:17][CH2:18][N:19]1[CH2:23][CH2:22][CH2:21][CH2:20]1.C([O-])([O-])=O.[K+].[K+]. The catalyst is CN(C=O)C.O. The product is [N+:1]([C:4]1[CH:5]=[CH:6][C:7]2[N:12]([CH2:17][CH2:18][N:19]3[CH2:23][CH2:22][CH2:21][CH2:20]3)[C:11](=[O:13])[CH2:10][O:9][C:8]=2[CH:14]=1)([O-:3])=[O:2]. The yield is 0.650.